Predict the reactants needed to synthesize the given product. From a dataset of Full USPTO retrosynthesis dataset with 1.9M reactions from patents (1976-2016). (1) Given the product [CH3:25][C:20]1([CH3:26])[C:21]([CH3:24])([CH3:23])[O:22][B:18]([C:8]2[C:9]([F:11])=[CH:10][C:4]3[O:3][C:2]([F:13])([F:1])[O:6][C:5]=3[CH:7]=2)[O:19]1, predict the reactants needed to synthesize it. The reactants are: [F:1][C:2]1([F:13])[O:6][C:5]2[CH:7]=[C:8](I)[C:9]([F:11])=[CH:10][C:4]=2[O:3]1.C(O[B:18]1[O:22][C:21]([CH3:24])([CH3:23])[C:20]([CH3:26])([CH3:25])[O:19]1)(C)C. (2) Given the product [C:42]([C:41]1[CH:44]=[CH:45][C:38]([N:23]2[C:22](=[O:50])[C:21]([CH3:20])=[C:25]([CH2:26][CH2:27][CH2:28][CH2:29][CH2:30][N:31]3[CH2:36][CH2:35][N:34]([C:17]([NH:16][C:13]4[CH:14]=[CH:15][C:10]([N:9]([CH3:19])[CH3:8])=[CH:11][CH:12]=4)=[O:18])[CH2:33][CH2:32]3)[C:24]2=[O:37])=[CH:39][C:40]=1[C:46]([F:47])([F:49])[F:48])#[N:43], predict the reactants needed to synthesize it. The reactants are: C(N(CC)CC)C.[CH3:8][N:9]([CH3:19])[C:10]1[CH:15]=[CH:14][C:13]([N:16]=[C:17]=[O:18])=[CH:12][CH:11]=1.[CH3:20][C:21]1[C:22](=[O:50])[N:23]([C:38]2[CH:45]=[CH:44][C:41]([C:42]#[N:43])=[C:40]([C:46]([F:49])([F:48])[F:47])[CH:39]=2)[C:24](=[O:37])[C:25]=1[CH2:26][CH2:27][CH2:28][CH2:29][CH2:30][N:31]1[CH2:36][CH2:35][NH:34][CH2:33][CH2:32]1.